This data is from Full USPTO retrosynthesis dataset with 1.9M reactions from patents (1976-2016). The task is: Predict the reactants needed to synthesize the given product. Given the product [C:13]1([C@H:11]([O:10][C:8](=[O:9])[NH:7][C:6]2[C:2]([CH3:1])=[N:3][O:4][C:5]=2[C:19]2[CH:24]=[CH:23][C:22]([C:25]3[CH:26]=[CH:27][C:28]([C:31]4([C:34]([NH:41][S:38]([CH3:37])(=[O:40])=[O:39])=[O:35])[CH2:32][CH2:33]4)=[CH:29][CH:30]=3)=[CH:21][CH:20]=2)[CH3:12])[CH:18]=[CH:17][CH:16]=[CH:15][CH:14]=1, predict the reactants needed to synthesize it. The reactants are: [CH3:1][C:2]1[C:6]([NH:7][C:8]([O:10][C@@H:11]([C:13]2[CH:18]=[CH:17][CH:16]=[CH:15][CH:14]=2)[CH3:12])=[O:9])=[C:5]([C:19]2[CH:24]=[CH:23][C:22]([C:25]3[CH:30]=[CH:29][C:28]([C:31]4([C:34](O)=[O:35])[CH2:33][CH2:32]4)=[CH:27][CH:26]=3)=[CH:21][CH:20]=2)[O:4][N:3]=1.[CH3:37][S:38]([NH2:41])(=[O:40])=[O:39].C(N(C(C)C)CC)(C)C.